From a dataset of Reaction yield outcomes from USPTO patents with 853,638 reactions. Predict the reaction yield, written as a fraction of the theoretical maximum amount of product (1.0 means a 100% yield; for example, 0.34 means a 34% yield). (1) The reactants are [CH:1]([NH:4][CH:5]([CH3:7])[CH3:6])([CH3:3])[CH3:2].[Li:8]CCCC.[CH3:13][CH2:14][CH2:15][CH2:16][CH2:17][CH3:18].C(C1CCC([CH:28]2CC[CH:31]([C:34](F)([F:36])[F:35])[CH2:30][CH2:29]2)CC1)CC.C1COCC1.[CH3:43][CH2:44][CH2:45][CH2:46][CH2:47][CH3:48]. No catalyst specified. The product is [CH:1]([N-:4][CH:5]([CH3:7])[CH3:6])([CH3:3])[CH3:2].[Li+:8].[CH2:15]([CH:16]1[CH2:43][CH2:44][CH:45]([CH:46]2[CH2:28][CH2:29][CH:30]([CH:31]=[C:34]([F:36])[F:35])[CH2:48][CH2:47]2)[CH2:18][CH2:17]1)[CH2:14][CH3:13]. The yield is 0.980. (2) The reactants are [CH3:1][O:2][C@H:3]([CH3:7])[C:4]([OH:6])=O.C[N:9]1CCOCC1.ClC(OCC(C)C)=O.Cl[C:24]1[CH:29]=[C:28]([O:30][C:31]2[C:36]([F:37])=[CH:35][C:34]([NH:38][C:39]([C:41]3([C:44]([NH:46][C:47]4[CH:52]=[CH:51][C:50]([F:53])=[CH:49][CH:48]=4)=[O:45])[CH2:43][CH2:42]3)=[O:40])=[C:33]([F:54])[CH:32]=2)[CH:27]=[CH:26][N:25]=1. The catalyst is ClCl. The product is [F:54][C:33]1[CH:32]=[C:31]([O:30][C:28]2[CH:27]=[CH:26][N:25]=[C:24]([NH:9][C:4](=[O:6])[C@H:3]([O:2][CH3:1])[CH3:7])[CH:29]=2)[C:36]([F:37])=[CH:35][C:34]=1[NH:38][C:39]([C:41]1([C:44]([NH:46][C:47]2[CH:52]=[CH:51][C:50]([F:53])=[CH:49][CH:48]=2)=[O:45])[CH2:43][CH2:42]1)=[O:40]. The yield is 0.210. (3) The reactants are [CH2:1]([CH:3]([C:6]1[C:7]2[N:8]([CH:13]=[C:14]([CH3:16])[N:15]=2)[N:9]=[C:10]([CH3:12])[CH:11]=1)[CH2:4][CH3:5])[CH3:2].Br[C:18]1[C:19]([CH3:24])=[N:20][O:21][C:22]=1[CH3:23].C(=O)([O-])[O-].[Cs+].[Cs+]. The catalyst is CN(C=O)C.Cl[Pd](Cl)([P](C1C=CC=CC=1)(C1C=CC=CC=1)C1C=CC=CC=1)[P](C1C=CC=CC=1)(C1C=CC=CC=1)C1C=CC=CC=1. The product is [CH3:24][C:19]1[C:18]([C:13]2[N:8]3[N:9]=[C:10]([CH3:12])[CH:11]=[C:6]([CH:3]([CH2:4][CH3:5])[CH2:1][CH3:2])[C:7]3=[N:15][C:14]=2[CH3:16])=[C:22]([CH3:23])[O:21][N:20]=1. The yield is 0.230. (4) The reactants are [C:1]([O:5][C:6]([NH:8][C@@H:9]([C:13]1[CH:18]=[CH:17][C:16]([OH:19])=[CH:15][CH:14]=1)[C:10]([OH:12])=[O:11])=[O:7])([CH3:4])([CH3:3])[CH3:2].C(=O)([O-])[O-].[K+].[K+].[CH2:26](Br)[C:27]1[CH:32]=[CH:31][CH:30]=[CH:29][CH:28]=1.O. The catalyst is CN(C=O)C. The product is [CH2:26]([O:11][C:10](=[O:12])[C@H:9]([C:13]1[CH:18]=[CH:17][C:16]([O:19][CH2:9][C:13]2[CH:18]=[CH:17][CH:16]=[CH:15][CH:14]=2)=[CH:15][CH:14]=1)[NH:8][C:6]([O:5][C:1]([CH3:4])([CH3:2])[CH3:3])=[O:7])[C:27]1[CH:32]=[CH:31][CH:30]=[CH:29][CH:28]=1. The yield is 0.920. (5) The reactants are C(OC(C)C)(C)C.[CH3:8][NH:9][CH2:10][CH2:11][C@H:12]([O:18][C:19]1[C:28]2[C:23](=[CH:24][CH:25]=[CH:26][CH:27]=2)[CH:22]=[CH:21][CH:20]=1)[C:13]1[S:17][CH:16]=[CH:15][CH:14]=1.[CH3:29][C:30]1[CH:31]=[CH:32][C:33]([C:36]([C:38]2[N:42]([CH3:43])[C:41]([CH2:44][C:45]([OH:47])=[O:46])=[CH:40][CH:39]=2)=[O:37])=[CH:34][CH:35]=1. The catalyst is C(OCC)(=O)C. The product is [CH3:8][NH:9][CH2:10][CH2:11][C@H:12]([O:18][C:19]1[C:28]2[C:23](=[CH:24][CH:25]=[CH:26][CH:27]=2)[CH:22]=[CH:21][CH:20]=1)[C:13]1[S:17][CH:16]=[CH:15][CH:14]=1.[CH3:29][C:30]1[CH:31]=[CH:32][C:33]([C:36]([C:38]2[N:42]([CH3:43])[C:41]([CH2:44][C:45]([OH:47])=[O:46])=[CH:40][CH:39]=2)=[O:37])=[CH:34][CH:35]=1. The yield is 0.890.